Dataset: Peptide-MHC class I binding affinity with 185,985 pairs from IEDB/IMGT. Task: Regression. Given a peptide amino acid sequence and an MHC pseudo amino acid sequence, predict their binding affinity value. This is MHC class I binding data. (1) The binding affinity (normalized) is 0.0847. The peptide sequence is YQAFRTKVH. The MHC is HLA-A01:01 with pseudo-sequence HLA-A01:01. (2) The binding affinity (normalized) is 0. The peptide sequence is DRYRRIHSL. The MHC is HLA-A02:01 with pseudo-sequence HLA-A02:01. (3) The peptide sequence is GTKGKLYIA. The MHC is HLA-A02:01 with pseudo-sequence HLA-A02:01. The binding affinity (normalized) is 0.0705.